This data is from Full USPTO retrosynthesis dataset with 1.9M reactions from patents (1976-2016). The task is: Predict the reactants needed to synthesize the given product. Given the product [CH:24]([O-:26])=[O:25].[OH:33][CH2:32][CH2:31][N@H+:21]1[CH2:20][CH2:19][C@@H:18]([C:16]2[S:15][CH:14]=[C:13]([C:11]([N:1]3[CH:10]4[CH:5]([CH2:6][CH2:7][CH2:8][CH2:9]4)[CH2:4][CH2:3][CH2:2]3)=[O:12])[CH:17]=2)[CH2:23][CH2:22]1, predict the reactants needed to synthesize it. The reactants are: [N:1]1([C:11]([C:13]2[CH:17]=[C:16]([CH:18]3[CH2:23][CH2:22][NH:21][CH2:20][CH2:19]3)[S:15][CH:14]=2)=[O:12])[C@@H:10]2[C@@H:5]([CH2:6][CH2:7][CH2:8][CH2:9]2)[CH2:4][CH2:3][CH2:2]1.[C:24](=O)([O-:26])[O-:25].[K+].[K+].Br[CH2:31][CH2:32][OH:33].